Task: Predict the reaction yield, written as a fraction of the theoretical maximum amount of product (1.0 means a 100% yield; for example, 0.34 means a 34% yield).. Dataset: Reaction yield outcomes from USPTO patents with 853,638 reactions (1) The reactants are [C:1]([NH:8][C@@H:9]([CH2:15][CH2:16][CH2:17][CH2:18][CH2:19][CH:20]=[CH2:21])[C:10]([O:12]CC)=[O:11])([O:3][C:4]([CH3:7])([CH3:6])[CH3:5])=[O:2].O[Li].O. The catalyst is CO.O. The product is [C:1]([NH:8][C@@H:9]([CH2:15][CH2:16][CH2:17][CH2:18][CH2:19][CH:20]=[CH2:21])[C:10]([OH:12])=[O:11])([O:3][C:4]([CH3:6])([CH3:7])[CH3:5])=[O:2]. The yield is 0.950. (2) The product is [Si:23]([O:1][CH2:2][C:3]([C:5]1[CH:6]=[CH:7][C:8]([N+:11]([O-:13])=[O:12])=[CH:9][CH:10]=1)=[O:4])([C:19]([CH3:22])([CH3:21])[CH3:20])([CH3:25])[CH3:24]. The catalyst is CN(C=O)C. The yield is 0.980. The reactants are [OH:1][CH2:2][C:3]([C:5]1[CH:10]=[CH:9][C:8]([N+:11]([O-:13])=[O:12])=[CH:7][CH:6]=1)=[O:4].N1C=CN=C1.[C:19]([Si:23](Cl)([CH3:25])[CH3:24])([CH3:22])([CH3:21])[CH3:20].O. (3) The reactants are [F:1][C:2]([F:25])([F:24])[C:3]1[N:7]2[N:8]=[C:9]([N:12]3[CH2:17][CH:16]=[C:15]([C:18]4[CH:19]=[N:20][CH:21]=[CH:22][CH:23]=4)[CH2:14][CH2:13]3)[CH:10]=[CH:11][C:6]2=[N:5][N:4]=1. The catalyst is [Pd].CO. The product is [N:20]1[CH:21]=[CH:22][CH:23]=[C:18]([CH:15]2[CH2:16][CH2:17][N:12]([C:9]3[CH:10]=[CH:11][C:6]4[N:7]([C:3]([C:2]([F:25])([F:1])[F:24])=[N:4][N:5]=4)[N:8]=3)[CH2:13][CH2:14]2)[CH:19]=1. The yield is 0.290. (4) The reactants are [Cl:1][C:2]1[CH:9]=[C:8]([N:10]2[CH:14]([CH3:15])[C:13](=[O:16])[C:12]([CH3:18])([CH3:17])[C:11]2=[O:19])[CH:7]=[CH:6][C:3]=1[C:4]#[N:5].[Cl-].[NH4+].[CH2:22]1COCC1. No catalyst specified. The product is [Cl:1][C:2]1[CH:9]=[C:8]([N:10]2[C:11](=[O:19])[C:12]([CH3:18])([CH3:17])[C@:13]([OH:16])([CH3:22])[C@H:14]2[CH3:15])[CH:7]=[CH:6][C:3]=1[C:4]#[N:5]. The yield is 0.300.